From a dataset of Forward reaction prediction with 1.9M reactions from USPTO patents (1976-2016). Predict the product of the given reaction. (1) Given the reactants C(OC([NH:8][C@H:9]([CH2:15][CH:16]1[CH2:21][CH2:20][CH2:19][CH2:18][CH2:17]1)[CH:10]([OH:14])[C:11]([OH:13])=[O:12])=O)(C)(C)C, predict the reaction product. The product is: [NH2:8][C@H:9]([CH2:15][CH:16]1[CH2:21][CH2:20][CH2:19][CH2:18][CH2:17]1)[CH:10]([OH:14])[C:11]([OH:13])=[O:12]. (2) Given the reactants [CH:1]([C:3]1[CH:10]=[CH:9][C:6]([C:7]#[N:8])=[CH:5][C:4]=1[O:11][CH3:12])=O.[CH3:13][C:14](=[O:19])[CH2:15][C:16](=[O:18])[CH3:17].C(O)(=O)C.N1CCCCC1, predict the reaction product. The product is: [C:16]([C:15]([C:14](=[O:19])[CH3:13])=[CH:1][C:3]1[CH:10]=[CH:9][C:6]([C:7]#[N:8])=[CH:5][C:4]=1[O:11][CH3:12])(=[O:18])[CH3:17]. (3) Given the reactants [F:1][C:2]1[CH:7]=[CH:6][C:5]([CH2:8][C:9]([NH:12]C=O)([CH3:11])[CH3:10])=[C:4]([CH3:15])[CH:3]=1.Cl, predict the reaction product. The product is: [F:1][C:2]1[CH:7]=[CH:6][C:5]([CH2:8][C:9]([NH2:12])([CH3:10])[CH3:11])=[C:4]([CH3:15])[CH:3]=1. (4) Given the reactants Cl.[CH2:2]([N:4]([CH2:8][CH3:9])[CH2:5][CH2:6][SH:7])[CH3:3].CO.[OH-].[Na+].Br[CH2:15][CH2:16][OH:17], predict the reaction product. The product is: [CH2:2]([N:4]([CH2:8][CH3:9])[CH2:5][CH2:6][S:7][CH2:15][CH2:16][OH:17])[CH3:3]. (5) Given the reactants [CH2:1]([O:3][C:4]1[CH:12]=[CH:11][CH:10]=[C:9]([CH2:13][CH2:14][CH2:15][CH2:16][CH2:17][CH2:18][CH2:19][CH2:20][CH2:21][CH2:22][CH2:23][CH2:24][CH2:25][CH2:26][CH3:27])[C:5]=1[C:6](Cl)=[O:7])[CH3:2].[NH2:28][C:29]1[CH:30]=[CH:31][C:32]([N+:39]([O-:41])=[O:40])=[C:33]([C:35]([F:38])([F:37])[F:36])[CH:34]=1.C(N(CC)CC)C, predict the reaction product. The product is: [CH2:1]([O:3][C:4]1[CH:12]=[CH:11][CH:10]=[C:9]([CH2:13][CH2:14][CH2:15][CH2:16][CH2:17][CH2:18][CH2:19][CH2:20][CH2:21][CH2:22][CH2:23][CH2:24][CH2:25][CH2:26][CH3:27])[C:5]=1[C:6]([NH:28][C:29]1[CH:30]=[CH:31][C:32]([N+:39]([O-:41])=[O:40])=[C:33]([C:35]([F:36])([F:37])[F:38])[CH:34]=1)=[O:7])[CH3:2].